Dataset: Catalyst prediction with 721,799 reactions and 888 catalyst types from USPTO. Task: Predict which catalyst facilitates the given reaction. Reactant: [N+:1]([CH2:4][CH3:5])([O-:3])=[O:2].[CH3:6][C:7](=[CH:9][CH2:10][CH2:11][CH:12]([CH2:14][CH:15]=[O:16])[CH3:13])[CH3:8]. Product: [CH3:13][CH:12]([CH2:11][CH2:10][CH:9]=[C:7]([CH3:8])[CH3:6])[CH2:14][CH:15]([OH:16])[CH:4]([N+:1]([O-:3])=[O:2])[CH3:5]. The catalyst class is: 4.